This data is from Reaction yield outcomes from USPTO patents with 853,638 reactions. The task is: Predict the reaction yield, written as a fraction of the theoretical maximum amount of product (1.0 means a 100% yield; for example, 0.34 means a 34% yield). (1) The reactants are [C:1]([O:5][C:6]([CH:8]1[CH2:13][CH:12]2[CH2:14][CH:9]1[C:10](=[O:15])[O:11]2)=[O:7])([CH3:4])([CH3:3])[CH3:2].[OH-].[Li+].Cl.Cl.[CH2:20]([O:22][C:23]([C@@:25]1([NH2:30])[CH2:27][C@H:26]1[CH:28]=[CH2:29])=[O:24])[CH3:21].C(N(C(C)C)CC)(C)C.CN(C(ON1N=NC2C=CC=NC1=2)=[N+](C)C)C.F[P-](F)(F)(F)(F)F. The catalyst is O1CCOCC1.O. The product is [C:1]([O:5][C:6]([C@@H:8]1[CH2:13][C@@H:12]([OH:11])[CH2:14][C@H:9]1[C:10](=[O:15])[NH:30][C@:25]1([C:23]([O:22][CH2:20][CH3:21])=[O:24])[CH2:27][C@H:26]1[CH:28]=[CH2:29])=[O:7])([CH3:4])([CH3:3])[CH3:2]. The yield is 0.890. (2) The reactants are [SH:1][C:2]1[S:3][C:4]2[CH:10]=[C:9]([C:11]#[N:12])[CH:8]=[CH:7][C:5]=2[N:6]=1.[Cl:13][C:14]1[CH:19]=[C:18]([N+:20]([O-:22])=[O:21])[CH:17]=[C:16]([Cl:23])[C:15]=1Cl.[H-].[Na+]. The catalyst is CN(C=O)C. The product is [Cl:13][C:14]1[CH:19]=[C:18]([N+:20]([O-:22])=[O:21])[CH:17]=[C:16]([Cl:23])[C:15]=1[S:1][C:2]1[S:3][C:4]2[CH:10]=[C:9]([C:11]#[N:12])[CH:8]=[CH:7][C:5]=2[N:6]=1. The yield is 0.990. (3) The reactants are C1(P(C2C=CC=CC=2)C2C=CC=CC=2)C=CC=CC=1.[Br:20][C:21]1[CH:22]=[CH:23][C:24]([N+:28]([O-:30])=[O:29])=[C:25]([OH:27])[CH:26]=1.[C:31]([O:36][CH3:37])(=[O:35])[C@H:32]([CH3:34])O.N(C(OC(C)C)=O)=NC(OC(C)C)=O. The catalyst is C(Cl)Cl. The product is [Br:20][C:21]1[CH:22]=[CH:23][C:24]([N+:28]([O-:30])=[O:29])=[C:25]([CH:26]=1)[O:27][C@H:32]([CH3:34])[C:31]([O:36][CH3:37])=[O:35]. The yield is 0.940. (4) The reactants are [N:1]1([C:7]2[C:8]3[N:16]=[C:15]([C:17]4[CH:18]=[N:19][CH:20]=[CH:21][CH:22]=4)[S:14][C:9]=3[N:10]=[C:11]([NH2:13])[N:12]=2)[CH2:6][CH2:5][NH:4][CH2:3][CH2:2]1.[F:23][C:24]1[CH:34]=[CH:33][C:27]([O:28][CH2:29][C:30](O)=[O:31])=[CH:26][CH:25]=1. No catalyst specified. The product is [NH2:13][C:11]1[N:12]=[C:7]([N:1]2[CH2:6][CH2:5][N:4]([C:30](=[O:31])[CH2:29][O:28][C:27]3[CH:33]=[CH:34][C:24]([F:23])=[CH:25][CH:26]=3)[CH2:3][CH2:2]2)[C:8]2[N:16]=[C:15]([C:17]3[CH:18]=[N:19][CH:20]=[CH:21][CH:22]=3)[S:14][C:9]=2[N:10]=1. The yield is 0.670. (5) The reactants are C(OC([NH:8][C@H:9]([CH2:14][C:15]1[CH:20]=[C:19]([F:21])[CH:18]=[CH:17][C:16]=1[F:22])[CH2:10][C:11]([OH:13])=O)=O)(C)(C)C.CN(C(ON1N=NC2C=CC=NC1=2)=[N+](C)C)C.F[P-](F)(F)(F)(F)F.CCN(C(C)C)C(C)C.[NH2:56][C@H:57]1[CH2:66][C:65]2[C:60](=[N:61][CH:62]=[CH:63][CH:64]=2)[NH:59][C:58]1=[O:67].Cl. The catalyst is C(Cl)Cl.O1CCOCC1. The product is [NH2:8][C@H:9]([CH2:14][C:15]1[CH:20]=[C:19]([F:21])[CH:18]=[CH:17][C:16]=1[F:22])[CH2:10][C:11]([NH:56][C@H:57]1[CH2:66][C:65]2[C:60](=[N:61][CH:62]=[CH:63][CH:64]=2)[NH:59][C:58]1=[O:67])=[O:13]. The yield is 0.260. (6) The reactants are [Cl:1][C:2]1[CH:3]=[C:4]([C:13]2[CH:14]=[N:15][C:16]([O:19][CH3:20])=[CH:17][CH:18]=2)[N:5]2[C:10]=1[CH:9]=[N:8][C:7](SC)=[N:6]2.C(O)(=[O:23])C.OO.[OH-].[Na+]. The catalyst is CO.O.O.[O-][W]([O-])(=O)=O.[Na+].[Na+].O.O1CCCC1. The product is [Cl:1][C:2]1[CH:3]=[C:4]([C:13]2[CH:14]=[N:15][C:16]([O:19][CH3:20])=[CH:17][CH:18]=2)[N:5]2[C:10]=1[CH:9]=[N:8][C:7]([OH:23])=[N:6]2. The yield is 0.300. (7) The catalyst is C(O)C. The product is [N:3]1[C:10]2[CH2:14][S:13][CH2:12][C:11]=2[C:15]([OH:16])=[N:4][CH:2]=1. The reactants are Cl.[CH:2]([NH2:4])=[NH:3].CC[O-].[Na+].O=[C:10]1[CH2:14][S:13][CH2:12][CH:11]1[C:15](OCC)=[O:16]. The yield is 0.350.